Dataset: Full USPTO retrosynthesis dataset with 1.9M reactions from patents (1976-2016). Task: Predict the reactants needed to synthesize the given product. (1) The reactants are: Br[C:2]1[CH:11]=[CH:10][C:5]([C:6]([O:8][CH3:9])=[O:7])=[CH:4][C:3]=1[CH2:12][O:13][CH3:14].[Cl:15][C:16]1[CH:21]=[CH:20][CH:19]=[CH:18][C:17]=1B(O)O.C(=O)([O-])[O-].[K+].[K+]. Given the product [Cl:15][C:16]1[CH:21]=[CH:20][CH:19]=[CH:18][C:17]=1[C:2]1[CH:11]=[CH:10][C:5]([C:6]([O:8][CH3:9])=[O:7])=[CH:4][C:3]=1[CH2:12][O:13][CH3:14], predict the reactants needed to synthesize it. (2) Given the product [F:31][C:28]1[CH:29]=[CH:30][C:25]([C:20]2[N:19]=[N:18][C:17]([N:14]3[CH2:15][CH2:16][N:11]([C:8]4[CH:7]=[N:6][C:5]([C:3]([OH:4])=[O:2])=[CH:10][N:9]=4)[C@H:12]([CH3:32])[CH2:13]3)=[C:22]([CH3:23])[C:21]=2[CH3:24])=[CH:26][CH:27]=1, predict the reactants needed to synthesize it. The reactants are: C[O:2][C:3]([C:5]1[N:6]=[CH:7][C:8]([N:11]2[CH2:16][CH2:15][N:14]([C:17]3[N:18]=[N:19][C:20]([C:25]4[CH:30]=[CH:29][C:28]([F:31])=[CH:27][CH:26]=4)=[C:21]([CH3:24])[C:22]=3[CH3:23])[CH2:13][C@H:12]2[CH3:32])=[N:9][CH:10]=1)=[O:4].[OH-].[Na+]. (3) Given the product [CH3:28][NH:29][C:30]([C:7]1[N:8]([CH:11]2[CH2:16][CH2:15][CH2:14][CH2:13][O:12]2)[C:9]2[C:5]([N:6]=1)=[C:4]([N:17]1[CH2:22][CH2:21][O:20][CH2:19][CH2:18]1)[N:3]=[C:2]([Cl:1])[N:10]=2)=[O:31], predict the reactants needed to synthesize it. The reactants are: [Cl:1][C:2]1[N:10]=[C:9]2[C:5]([N:6]=[CH:7][N:8]2[CH:11]2[CH2:16][CH2:15][CH2:14][CH2:13][O:12]2)=[C:4]([N:17]2[CH2:22][CH2:21][O:20][CH2:19][CH2:18]2)[N:3]=1.C([Li])CCC.[CH3:28][NH:29][C:30](O[N:29]1[C:28](=O)CC[C:30]1=[O:31])=[O:31].Cl. (4) Given the product [N+:1]([C:4]1[CH:5]=[C:6]([CH:10]=[CH:11][CH:12]=1)[C:7]([NH:30][C:25]1[C:24]([NH:23][C:21](=[O:22])[C:20]2[CH:31]=[CH:32][C:17]([C:13]([CH3:15])([CH3:14])[CH3:16])=[CH:18][CH:19]=2)=[CH:29][CH:28]=[CH:27][CH:26]=1)=[O:8])([O-:3])=[O:2], predict the reactants needed to synthesize it. The reactants are: [N+:1]([C:4]1[CH:5]=[C:6]([CH:10]=[CH:11][CH:12]=1)[C:7](Cl)=[O:8])([O-:3])=[O:2].[C:13]([C:17]1[CH:32]=[CH:31][C:20]([C:21]([NH:23][C:24]2[C:25]([NH2:30])=[CH:26][CH:27]=[CH:28][CH:29]=2)=[O:22])=[CH:19][CH:18]=1)([CH3:16])([CH3:15])[CH3:14].